This data is from NCI-60 drug combinations with 297,098 pairs across 59 cell lines. The task is: Regression. Given two drug SMILES strings and cell line genomic features, predict the synergy score measuring deviation from expected non-interaction effect. (1) Drug 1: CC1=CC=C(C=C1)C2=CC(=NN2C3=CC=C(C=C3)S(=O)(=O)N)C(F)(F)F. Drug 2: CC1CCC2CC(C(=CC=CC=CC(CC(C(=O)C(C(C(=CC(C(=O)CC(OC(=O)C3CCCCN3C(=O)C(=O)C1(O2)O)C(C)CC4CCC(C(C4)OC)OCCO)C)C)O)OC)C)C)C)OC. Cell line: HCC-2998. Synergy scores: CSS=6.89, Synergy_ZIP=-1.34, Synergy_Bliss=0.877, Synergy_Loewe=-4.95, Synergy_HSA=-0.710. (2) Drug 1: C1=CC(=CC=C1C#N)C(C2=CC=C(C=C2)C#N)N3C=NC=N3. Drug 2: CCC1(CC2CC(C3=C(CCN(C2)C1)C4=CC=CC=C4N3)(C5=C(C=C6C(=C5)C78CCN9C7C(C=CC9)(C(C(C8N6C=O)(C(=O)OC)O)OC(=O)C)CC)OC)C(=O)OC)O.OS(=O)(=O)O. Cell line: TK-10. Synergy scores: CSS=2.01, Synergy_ZIP=-4.71, Synergy_Bliss=-8.83, Synergy_Loewe=-19.1, Synergy_HSA=-8.57. (3) Drug 1: C1=NC2=C(N=C(N=C2N1C3C(C(C(O3)CO)O)O)F)N. Drug 2: C1=NC2=C(N1)C(=S)N=CN2. Cell line: MDA-MB-231. Synergy scores: CSS=54.6, Synergy_ZIP=-4.30, Synergy_Bliss=-3.66, Synergy_Loewe=-22.0, Synergy_HSA=-1.87. (4) Drug 1: CC=C1C(=O)NC(C(=O)OC2CC(=O)NC(C(=O)NC(CSSCCC=C2)C(=O)N1)C(C)C)C(C)C. Drug 2: CS(=O)(=O)OCCCCOS(=O)(=O)C. Cell line: KM12. Synergy scores: CSS=41.4, Synergy_ZIP=-3.47, Synergy_Bliss=-4.98, Synergy_Loewe=-25.1, Synergy_HSA=-3.95. (5) Drug 1: CCC1(C2=C(COC1=O)C(=O)N3CC4=CC5=C(C=CC(=C5CN(C)C)O)N=C4C3=C2)O.Cl. Drug 2: B(C(CC(C)C)NC(=O)C(CC1=CC=CC=C1)NC(=O)C2=NC=CN=C2)(O)O. Cell line: SNB-19. Synergy scores: CSS=26.0, Synergy_ZIP=-6.84, Synergy_Bliss=-7.99, Synergy_Loewe=-19.6, Synergy_HSA=-6.33. (6) Drug 1: CC12CCC(CC1=CCC3C2CCC4(C3CC=C4C5=CN=CC=C5)C)O. Drug 2: B(C(CC(C)C)NC(=O)C(CC1=CC=CC=C1)NC(=O)C2=NC=CN=C2)(O)O. Cell line: SF-539. Synergy scores: CSS=3.75, Synergy_ZIP=-2.76, Synergy_Bliss=-2.56, Synergy_Loewe=-1.57, Synergy_HSA=-2.16. (7) Drug 1: CC1=C(C(CCC1)(C)C)C=CC(=CC=CC(=CC(=O)O)C)C. Drug 2: C1=CC=C(C=C1)NC(=O)CCCCCCC(=O)NO. Cell line: SW-620. Synergy scores: CSS=6.99, Synergy_ZIP=0.581, Synergy_Bliss=1.89, Synergy_Loewe=-14.6, Synergy_HSA=-3.45. (8) Drug 1: C1CC(C1)(C(=O)O)C(=O)O.[NH2-].[NH2-].[Pt+2]. Drug 2: C1=NC2=C(N1)C(=S)N=CN2. Cell line: MALME-3M. Synergy scores: CSS=7.38, Synergy_ZIP=-7.18, Synergy_Bliss=-7.89, Synergy_Loewe=-18.3, Synergy_HSA=-6.61. (9) Drug 1: C1=CC(=CC=C1C#N)C(C2=CC=C(C=C2)C#N)N3C=NC=N3. Drug 2: CC1=C(C(CCC1)(C)C)C=CC(=CC=CC(=CC(=O)O)C)C. Cell line: HT29. Synergy scores: CSS=1.30, Synergy_ZIP=-5.04, Synergy_Bliss=-8.82, Synergy_Loewe=-7.72, Synergy_HSA=-6.96.